Dataset: NCI-60 drug combinations with 297,098 pairs across 59 cell lines. Task: Regression. Given two drug SMILES strings and cell line genomic features, predict the synergy score measuring deviation from expected non-interaction effect. (1) Drug 1: CC1=CC2C(CCC3(C2CCC3(C(=O)C)OC(=O)C)C)C4(C1=CC(=O)CC4)C. Drug 2: CCN(CC)CCCC(C)NC1=C2C=C(C=CC2=NC3=C1C=CC(=C3)Cl)OC. Cell line: IGROV1. Synergy scores: CSS=11.7, Synergy_ZIP=5.00, Synergy_Bliss=7.07, Synergy_Loewe=4.01, Synergy_HSA=5.12. (2) Synergy scores: CSS=44.6, Synergy_ZIP=6.09, Synergy_Bliss=5.34, Synergy_Loewe=-15.1, Synergy_HSA=5.59. Cell line: SNB-19. Drug 1: CN1CCC(CC1)COC2=C(C=C3C(=C2)N=CN=C3NC4=C(C=C(C=C4)Br)F)OC. Drug 2: CCC1=C2CN3C(=CC4=C(C3=O)COC(=O)C4(CC)O)C2=NC5=C1C=C(C=C5)O. (3) Drug 1: CC1C(C(CC(O1)OC2CC(CC3=C2C(=C4C(=C3O)C(=O)C5=C(C4=O)C(=CC=C5)OC)O)(C(=O)C)O)N)O.Cl. Drug 2: CS(=O)(=O)CCNCC1=CC=C(O1)C2=CC3=C(C=C2)N=CN=C3NC4=CC(=C(C=C4)OCC5=CC(=CC=C5)F)Cl. Cell line: MDA-MB-231. Synergy scores: CSS=15.4, Synergy_ZIP=-2.97, Synergy_Bliss=4.76, Synergy_Loewe=-13.8, Synergy_HSA=1.49. (4) Drug 1: CC12CCC3C(C1CCC2O)C(CC4=C3C=CC(=C4)O)CCCCCCCCCS(=O)CCCC(C(F)(F)F)(F)F. Drug 2: C1C(C(OC1N2C=NC3=C2NC=NCC3O)CO)O. Cell line: CCRF-CEM. Synergy scores: CSS=-1.96, Synergy_ZIP=1.04, Synergy_Bliss=-2.57, Synergy_Loewe=-4.04, Synergy_HSA=-4.80. (5) Drug 1: CCCCCOC(=O)NC1=NC(=O)N(C=C1F)C2C(C(C(O2)C)O)O. Drug 2: CC1C(C(CC(O1)OC2CC(CC3=C2C(=C4C(=C3O)C(=O)C5=CC=CC=C5C4=O)O)(C(=O)C)O)N)O. Cell line: SK-MEL-5. Synergy scores: CSS=50.0, Synergy_ZIP=0.995, Synergy_Bliss=2.55, Synergy_Loewe=-54.6, Synergy_HSA=-0.772. (6) Drug 1: C1=CC(=C(C=C1I)F)NC2=C(C=CC(=C2F)F)C(=O)NOCC(CO)O. Drug 2: CC1CC(C(C(C=C(C(C(C=CC=C(C(=O)NC2=CC(=O)C(=C(C1)C2=O)OC)C)OC)OC(=O)N)C)C)O)OC. Cell line: SW-620. Synergy scores: CSS=83.5, Synergy_ZIP=0.224, Synergy_Bliss=-0.829, Synergy_Loewe=2.35, Synergy_HSA=4.73. (7) Drug 1: CC(C1=C(C=CC(=C1Cl)F)Cl)OC2=C(N=CC(=C2)C3=CN(N=C3)C4CCNCC4)N. Drug 2: CNC(=O)C1=NC=CC(=C1)OC2=CC=C(C=C2)NC(=O)NC3=CC(=C(C=C3)Cl)C(F)(F)F. Cell line: HCC-2998. Synergy scores: CSS=11.0, Synergy_ZIP=-6.13, Synergy_Bliss=-4.03, Synergy_Loewe=-13.8, Synergy_HSA=-9.27. (8) Drug 1: C1=CC(=CC=C1C#N)C(C2=CC=C(C=C2)C#N)N3C=NC=N3. Drug 2: CCN(CC)CCNC(=O)C1=C(NC(=C1C)C=C2C3=C(C=CC(=C3)F)NC2=O)C. Cell line: KM12. Synergy scores: CSS=3.80, Synergy_ZIP=-4.75, Synergy_Bliss=-2.27, Synergy_Loewe=-14.0, Synergy_HSA=-1.66.